Dataset: Peptide-MHC class II binding affinity with 134,281 pairs from IEDB. Task: Regression. Given a peptide amino acid sequence and an MHC pseudo amino acid sequence, predict their binding affinity value. This is MHC class II binding data. (1) The peptide sequence is DLQRSAMVYSSDD. The MHC is HLA-DQA10501-DQB10301 with pseudo-sequence HLA-DQA10501-DQB10301. The binding affinity (normalized) is 0.326. (2) The peptide sequence is SNPKFENIAEGLRAL. The MHC is HLA-DPA10201-DPB10501 with pseudo-sequence HLA-DPA10201-DPB10501. The binding affinity (normalized) is 0.478. (3) The peptide sequence is YELQIVDKIDAAFKI. The MHC is DRB5_0101 with pseudo-sequence DRB5_0101. The binding affinity (normalized) is 0.664. (4) The peptide sequence is KKAVNLAQILMDNDL. The MHC is DRB1_0101 with pseudo-sequence DRB1_0101. The binding affinity (normalized) is 0.569. (5) The peptide sequence is GELQVVDKIDAAFKI. The MHC is DRB4_0101 with pseudo-sequence DRB4_0103. The binding affinity (normalized) is 0.590. (6) The peptide sequence is KMPMYIAGYKTFDGR. The MHC is DRB1_0101 with pseudo-sequence DRB1_0101. The binding affinity (normalized) is 0.410. (7) The peptide sequence is SGDVIVKAIGALEDI. The MHC is DRB1_0101 with pseudo-sequence DRB1_0101. The binding affinity (normalized) is 0.945. (8) The peptide sequence is LETVAIDRPAEARKV. The MHC is DRB1_0101 with pseudo-sequence DRB1_0101. The binding affinity (normalized) is 0.318.